The task is: Regression. Given a peptide amino acid sequence and an MHC pseudo amino acid sequence, predict their binding affinity value. This is MHC class I binding data.. This data is from Peptide-MHC class I binding affinity with 185,985 pairs from IEDB/IMGT. (1) The peptide sequence is AFPTSCHM. The MHC is HLA-B51:01 with pseudo-sequence HLA-B51:01. The binding affinity (normalized) is 0. (2) The peptide sequence is IRSAEVVSR. The MHC is HLA-B27:03 with pseudo-sequence HLA-B27:03. The binding affinity (normalized) is 0.0847.